From a dataset of CYP2C9 inhibition data for predicting drug metabolism from PubChem BioAssay. Regression/Classification. Given a drug SMILES string, predict its absorption, distribution, metabolism, or excretion properties. Task type varies by dataset: regression for continuous measurements (e.g., permeability, clearance, half-life) or binary classification for categorical outcomes (e.g., BBB penetration, CYP inhibition). Dataset: cyp2c9_veith. (1) The drug is CC(C)Cn1cnc2c(SCc3ccccn3)nc(N)nc21. The result is 0 (non-inhibitor). (2) The drug is C#CCCCO/N=C1/C[C@@H](O)[C@@H](O)[C@H]2[C@@H]1CC[C@@H]1C(=O)N(CC)C(=O)[C@H]12. The result is 0 (non-inhibitor). (3) The compound is O=C(c1ccco1)N1CCC2(CC1)CCN(c1cccc(-c3ccccc3)c1)CC2. The result is 0 (non-inhibitor). (4) The compound is Cc1cc(NC(=O)CSc2nc3ccsc3c(=O)n2Cc2ccccn2)n[nH]1. The result is 1 (inhibitor). (5) The molecule is O=C(Nc1ccccc1)N1CCC2(CC1)CCN(C(=O)c1ccco1)CC2. The result is 0 (non-inhibitor). (6) The molecule is N[C@@H](C(=O)O)c1ccc(C(=O)O)c(O)c1. The result is 0 (non-inhibitor). (7) The drug is Cc1noc(C)c1COc1cccc(C(=O)OCC(=O)N2CC(=O)Nc3ccccc32)c1. The result is 1 (inhibitor).